Dataset: Reaction yield outcomes from USPTO patents with 853,638 reactions. Task: Predict the reaction yield, written as a fraction of the theoretical maximum amount of product (1.0 means a 100% yield; for example, 0.34 means a 34% yield). (1) The reactants are Br[C:2]1[CH:7]=[CH:6][C:5]([C:8]2[C:9]3[C:14]([C:15]([C:22]4[CH:27]=[CH:26][CH:25]=[CH:24][CH:23]=4)=[C:16]4[C:21]=2[CH:20]=[CH:19][CH:18]=[CH:17]4)=[CH:13][CH:12]=[CH:11][CH:10]=3)=[CH:4][CH:3]=1.[C:28]1([C:34]2[C:42]3[S:41][C:40]4[C:43]([C:47]5[CH:48]=[CH:49][C:50]6[NH:51][C:52]7[C:57]([C:58]=6[CH:59]=5)=[CH:56][CH:55]=[CH:54][CH:53]=7)=[CH:44][CH:45]=[CH:46][C:39]=4[C:38]=3[CH:37]=[CH:36][CH:35]=2)[CH:33]=[CH:32][CH:31]=[CH:30][CH:29]=1.CC(C)([O-])C.[Na+].C(P(C(C)(C)C)C(C)(C)C)(C)(C)C. The catalyst is C1C=CC(/C=C/C(/C=C/C2C=CC=CC=2)=O)=CC=1.C1C=CC(/C=C/C(/C=C/C2C=CC=CC=2)=O)=CC=1.[Pd].CCCCCC.C1(C)C=CC=CC=1. The product is [C:28]1([C:34]2[C:42]3[S:41][C:40]4[C:43]([C:47]5[CH:48]=[CH:49][C:50]6[N:51]([C:2]7[CH:3]=[CH:4][C:5]([C:8]8[C:21]9[C:16]([C:15]([C:22]%10[CH:27]=[CH:26][CH:25]=[CH:24][CH:23]=%10)=[C:14]%10[C:9]=8[CH:10]=[CH:11][CH:12]=[CH:13]%10)=[CH:17][CH:18]=[CH:19][CH:20]=9)=[CH:6][CH:7]=7)[C:52]7[C:57]([C:58]=6[CH:59]=5)=[CH:56][CH:55]=[CH:54][CH:53]=7)=[CH:44][CH:45]=[CH:46][C:39]=4[C:38]=3[CH:37]=[CH:36][CH:35]=2)[CH:29]=[CH:30][CH:31]=[CH:32][CH:33]=1. The yield is 0.800. (2) The reactants are [CH2:1]([N:8]1[CH2:13][CH2:12][C:11](=O)[CH2:10][CH2:9]1)[C:2]1[CH:7]=[CH:6][CH:5]=[CH:4][CH:3]=1.[Cl:15][C:16]1[CH:21]=[CH:20][C:19]([NH2:22])=[CH:18][CH:17]=1.C[Si]([C:27]#[N:28])(C)C.[OH-].[NH4+]. The catalyst is C(O)(=O)C.O. The product is [CH2:1]([N:8]1[CH2:13][CH2:12][C:11]([NH:22][C:19]2[CH:20]=[CH:21][C:16]([Cl:15])=[CH:17][CH:18]=2)([C:27]#[N:28])[CH2:10][CH2:9]1)[C:2]1[CH:7]=[CH:6][CH:5]=[CH:4][CH:3]=1. The yield is 0.810. (3) The reactants are [B:9]1([B:9]2[O:14][CH2:13][C:12]([CH3:16])([CH3:15])[CH2:11][O:10]2)[O:14][CH2:13][C:12]([CH3:16])([CH3:15])[CH2:11][O:10]1.C([O-])(=O)C.[K+].Br[C:23]1[CH:24]=[CH:25][C:26]2[O:30][C:29](=[O:31])[N:28]([CH2:32][CH3:33])[C:27]=2[CH:34]=1.C(Cl)Cl. The catalyst is O1CCOCC1. The product is [CH3:16][C:12]1([CH3:15])[CH2:11][O:10][B:9]([C:23]2[CH:24]=[CH:25][C:26]3[O:30][C:29](=[O:31])[N:28]([CH2:32][CH3:33])[C:27]=3[CH:34]=2)[O:14][CH2:13]1. The yield is 0.570. (4) The product is [N:19]1([C:25]([NH:1][CH2:2][CH2:3][NH:4][C:5](=[O:11])[O:6][C:7]([CH3:8])([CH3:10])[CH3:9])=[O:26])[CH2:24][CH2:23][O:22][CH2:21][CH2:20]1. The catalyst is C(Cl)Cl. The yield is 0.879. The reactants are [NH2:1][CH2:2][CH2:3][NH:4][C:5](=[O:11])[O:6][C:7]([CH3:10])([CH3:9])[CH3:8].C(N(CC)CC)C.[N:19]1([C:25](Cl)=[O:26])[CH2:24][CH2:23][O:22][CH2:21][CH2:20]1. (5) The reactants are [CH2:1]([O:8][C:9]([N:11]1[CH2:15][CH2:14][CH2:13][CH:12]1[C:16]([OH:18])=O)=[O:10])[C:2]1[CH:7]=[CH:6][CH:5]=[CH:4][CH:3]=1.C[N:20]1CCOCC1.ClC(OCC)=O. The catalyst is C(Cl)Cl.O. The product is [CH2:1]([O:8][C:9]([N:11]1[CH2:15][CH2:14][CH2:13][CH:12]1[C:16](=[O:18])[NH2:20])=[O:10])[C:2]1[CH:7]=[CH:6][CH:5]=[CH:4][CH:3]=1. The yield is 0.880. (6) The reactants are [CH2:1](/[C:5](/[C:41]([OH:43])=[O:42])=[CH:6]\[C@H:7]([CH:38]([CH3:40])[CH3:39])[NH:8][C:9](=[O:37])[C@H:10]([C:33]([CH3:36])([CH3:35])[CH3:34])[NH:11][C:12](=[O:32])[C@H:13]([C:23]([CH3:31])([C:25]1[CH:30]=[CH:29][CH:28]=[CH:27][CH:26]=1)[CH3:24])[N:14](C)[C:15](=O)OC(C)(C)C)[CH2:2][CH2:3][CH3:4].[ClH:44]. No catalyst specified. The product is [ClH:44].[CH2:1](/[C:5](=[CH:6]\[C@@H:7]([NH:8][C:9](=[O:37])[C@@H:10]([NH:11][C:12](=[O:32])[C@@H:13]([NH:14][CH3:15])[C:23]([CH3:31])([C:25]1[CH:30]=[CH:29][CH:28]=[CH:27][CH:26]=1)[CH3:24])[C:33]([CH3:35])([CH3:36])[CH3:34])[CH:38]([CH3:39])[CH3:40])/[C:41]([OH:43])=[O:42])[CH2:2][CH2:3][CH3:4]. The yield is 0.974. (7) The reactants are [F:1][C:2](F)([CH2:12][CH:13](I)[Si](C)(C)C)[C:3]([C:5]1[CH:10]=[CH:9][CH:8]=[CH:7][C:6]=1[CH3:11])=O.[NH3:20]. The catalyst is O1CCCC1. The product is [F:1][C:2]1[CH:12]=[CH:13][NH:20][C:3]=1[C:5]1[CH:10]=[CH:9][CH:8]=[CH:7][C:6]=1[CH3:11]. The yield is 0.780.